The task is: Predict the reactants needed to synthesize the given product.. This data is from Full USPTO retrosynthesis dataset with 1.9M reactions from patents (1976-2016). Given the product [NH:8]1[C:9]2[C:5](=[CH:4][CH:3]=[CH:11][CH:10]=2)[CH:6]=[CH:7]1, predict the reactants needed to synthesize it. The reactants are: CO[C:3]1[CH:4]=[C:5]2[C:9](=[CH:10][CH:11]=1)[NH:8][CH:7]=[CH:6]2.COC(=O)CSC1C2C(=CC=C(OC)C=2)NC=1.